Dataset: Forward reaction prediction with 1.9M reactions from USPTO patents (1976-2016). Task: Predict the product of the given reaction. (1) Given the reactants [F:1][C:2]1[CH:3]=[C:4]([N:30]2[CH2:34][CH:33]([CH2:35][NH:36][C:37](=[O:39])[CH3:38])[O:32][C:31]2=[O:40])[CH:5]=[CH:6][C:7]=1[N:8]1[CH2:13][CH2:12][N:11]([C:14](=[O:29])[CH2:15][O:16][CH:17]2[CH2:22][O:21][C:20]3=[N:23][C:24]([N+:26]([O-:28])=[O:27])=[CH:25][N:19]3[CH2:18]2)[CH2:10][CH2:9]1.[N+](C1N=C2N(C=1)CC(OCC(O)=O)CO2)([O-])=O.FC1C=C(N2CC(CNC(=O)C)OC2=O)C=CC=1N1CCNCC1.CN(C(ON1N=NC2C=CC=CC1=2)=[N+](C)C)C.[B-](F)(F)(F)F.CCN(CC)CC, predict the reaction product. The product is: [F:1][C:2]1[CH:3]=[C:4]([N:30]2[CH2:34][C@H:33]([CH2:35][NH:36][C:37](=[O:39])[CH3:38])[O:32][C:31]2=[O:40])[CH:5]=[CH:6][C:7]=1[N:8]1[CH2:13][CH2:12][N:11]([C:14](=[O:29])[CH2:15][O:16][C@@H:17]2[CH2:22][O:21][C:20]3=[N:23][C:24]([N+:26]([O-:28])=[O:27])=[CH:25][N:19]3[CH2:18]2)[CH2:10][CH2:9]1. (2) Given the reactants [CH2:1]([O:8][C:9]1[N:10]=[CH:11][C:12]2[C:17]([CH:18]=1)=[CH:16][C:15](B1OC(C)(C)C(C)(C)O1)=[CH:14][CH:13]=2)[C:2]1[CH:7]=[CH:6][CH:5]=[CH:4][CH:3]=1.Cl[C:29]1[N:34]=[N:33][C:32]([N:35]([CH3:46])[CH:36]2[CH2:41][C:40]([CH3:43])([CH3:42])[NH:39][C:38]([CH3:45])([CH3:44])[CH2:37]2)=[CH:31][CH:30]=1, predict the reaction product. The product is: [CH2:1]([O:8][C:9]1[N:10]=[CH:11][C:12]2[C:17]([CH:18]=1)=[CH:16][C:15]([C:29]1[N:34]=[N:33][C:32]([N:35]([CH3:46])[CH:36]3[CH2:41][C:40]([CH3:42])([CH3:43])[NH:39][C:38]([CH3:45])([CH3:44])[CH2:37]3)=[CH:31][CH:30]=1)=[CH:14][CH:13]=2)[C:2]1[CH:3]=[CH:4][CH:5]=[CH:6][CH:7]=1. (3) Given the reactants [Cl:1][C:2]1[CH:3]=[C:4]([CH:10]=[CH:11][C:12]=1[C:13]1[N:17]=[C:16]([C:18]2[N:19]=[C:20]3[C:25]([Cl:26])=[CH:24][C:23]([C:27]([F:30])([F:29])[F:28])=[CH:22][N:21]3[CH:31]=2)[O:15][N:14]=1)[C:5](OCC)=[O:6].CC(C[AlH]CC(C)C)C, predict the reaction product. The product is: [Cl:1][C:2]1[CH:3]=[C:4]([CH2:5][OH:6])[CH:10]=[CH:11][C:12]=1[C:13]1[N:17]=[C:16]([C:18]2[N:19]=[C:20]3[C:25]([Cl:26])=[CH:24][C:23]([C:27]([F:28])([F:30])[F:29])=[CH:22][N:21]3[CH:31]=2)[O:15][N:14]=1.